Dataset: Reaction yield outcomes from USPTO patents with 853,638 reactions. Task: Predict the reaction yield, written as a fraction of the theoretical maximum amount of product (1.0 means a 100% yield; for example, 0.34 means a 34% yield). The product is [CH3:58][O:57][C:55](=[O:56])[NH:3][CH:4]1[C:22](=[O:23])[N:21]2[CH:17]([CH2:18][CH:19]([O:24][C:25]3[C:34]4[C:29](=[CH:30][CH:31]=[CH:32][CH:33]=4)[CH:28]=[CH:27][N:26]=3)[CH2:20]2)[C:16](=[O:35])[NH:15][C:14]2([C:36]([NH:38][S:39]([CH:42]3[CH2:43][CH2:44]3)(=[O:40])=[O:41])=[O:37])[CH:12]([CH2:13]2)[CH:11]=[CH:10][CH2:9][CH2:8][CH2:7][CH2:6][CH2:5]1. The yield is 0.820. The catalyst is C(Cl)Cl.CCOC(C)=O. The reactants are Cl.Cl.[NH2:3][CH:4]1[C:22](=[O:23])[N:21]2[CH:17]([CH2:18][CH:19]([O:24][C:25]3[C:34]4[C:29](=[CH:30][CH:31]=[CH:32][CH:33]=4)[CH:28]=[CH:27][N:26]=3)[CH2:20]2)[C:16](=[O:35])[NH:15][C:14]2([C:36]([NH:38][S:39]([CH:42]3[CH2:44][CH2:43]3)(=[O:41])=[O:40])=[O:37])[CH:12]([CH2:13]2)[CH:11]=[CH:10][CH2:9][CH2:8][CH2:7][CH2:6][CH2:5]1.CCN(C(C)C)C(C)C.Cl[C:55]([O:57][CH3:58])=[O:56].CO.C(Cl)Cl.